This data is from NCI-60 drug combinations with 297,098 pairs across 59 cell lines. The task is: Regression. Given two drug SMILES strings and cell line genomic features, predict the synergy score measuring deviation from expected non-interaction effect. (1) Drug 1: CC1=C(C(CCC1)(C)C)C=CC(=CC=CC(=CC(=O)O)C)C. Drug 2: C1CC(=O)NC(=O)C1N2C(=O)C3=CC=CC=C3C2=O. Cell line: SF-295. Synergy scores: CSS=-5.59, Synergy_ZIP=4.21, Synergy_Bliss=2.03, Synergy_Loewe=-0.857, Synergy_HSA=-4.11. (2) Drug 1: C1=CC(=CC=C1CCCC(=O)O)N(CCCl)CCCl. Drug 2: CC1C(C(=O)NC(C(=O)N2CCCC2C(=O)N(CC(=O)N(C(C(=O)O1)C(C)C)C)C)C(C)C)NC(=O)C3=C4C(=C(C=C3)C)OC5=C(C(=O)C(=C(C5=N4)C(=O)NC6C(OC(=O)C(N(C(=O)CN(C(=O)C7CCCN7C(=O)C(NC6=O)C(C)C)C)C)C(C)C)C)N)C. Cell line: K-562. Synergy scores: CSS=20.6, Synergy_ZIP=3.92, Synergy_Bliss=6.36, Synergy_Loewe=7.47, Synergy_HSA=7.47.